From a dataset of Full USPTO retrosynthesis dataset with 1.9M reactions from patents (1976-2016). Predict the reactants needed to synthesize the given product. (1) Given the product [NH2:1][C:4]1[CH:5]=[C:6]2[C:11](=[CH:12][CH:13]=1)[C:10](=[O:14])[NH:9][C:8](=[O:15])[CH2:7]2, predict the reactants needed to synthesize it. The reactants are: [N+:1]([C:4]1[CH:5]=[C:6]2[C:11](=[CH:12][CH:13]=1)[C:10](=[O:14])[NH:9][C:8](=[O:15])[CH2:7]2)([O-])=O. (2) Given the product [CH:1]1([C:4]2[CH:5]=[C:6]3[C:11](=[CH:12][CH:13]=2)[CH2:10][NH:9][CH2:8][CH2:7]3)[CH2:3][CH2:2]1, predict the reactants needed to synthesize it. The reactants are: [CH:1]1([C:4]2[CH:5]=[C:6]3[C:11](=[CH:12][CH:13]=2)[CH:10]=[N:9][CH:8]=[CH:7]3)[CH2:3][CH2:2]1.[In].[NH4+].[Cl-]. (3) Given the product [C:9]([O:8][CH2:7][CH2:6][C:2]1[S:1][CH:5]=[CH:4][CH:3]=1)(=[O:11])[CH3:10], predict the reactants needed to synthesize it. The reactants are: [S:1]1[CH:5]=[CH:4][CH:3]=[C:2]1[CH2:6][CH2:7][OH:8].[C:9](OC(=O)C)(=[O:11])[CH3:10].CCN(C(C)C)C(C)C. (4) Given the product [N:1]1[CH:2]=[CH:3][C:4]([C:7]2[N:34]([CH2:39][CH2:40][N:41]3[CH2:45][CH2:44][CH2:43][CH2:42]3)[C:10]3[N:11]=[CH:12][N:13]=[C:14]([C:15]4[CH:16]=[C:17]([NH:21][C:22](=[O:33])[C:23]5[CH:28]=[CH:27][CH:26]=[C:25]([C:29]([F:31])([F:30])[F:32])[CH:24]=5)[CH:18]=[CH:19][CH:20]=4)[C:9]=3[CH:8]=2)=[CH:5][CH:6]=1, predict the reactants needed to synthesize it. The reactants are: [N:1]1[CH:6]=[CH:5][C:4]([C:7]2[NH:34][C:10]3[N:11]=[CH:12][N:13]=[C:14]([C:15]4[CH:16]=[C:17]([NH:21][C:22](=[O:33])[C:23]5[CH:28]=[CH:27][CH:26]=[C:25]([C:29]([F:32])([F:31])[F:30])[CH:24]=5)[CH:18]=[CH:19][CH:20]=4)[C:9]=3[CH:8]=2)=[CH:3][CH:2]=1.[H-].[Na+].Cl.Cl[CH2:39][CH2:40][N:41]1[CH2:45][CH2:44][CH2:43][CH2:42]1.C(=O)(O)[O-].[Na+]. (5) Given the product [C:28]([C:25]([C:21]1[CH:20]=[C:19]([CH:24]=[CH:23][CH:22]=1)[C:18]([NH:17][C:13]1[CH:14]=[CH:15][CH:16]=[C:11]([O:10][C:8]2[CH:7]=[CH:6][C:5]3[N:4]([N:3]=[C:2]([NH:1][C:36](=[O:35])[CH2:37][OH:38])[N:31]=3)[CH:9]=2)[CH:12]=1)=[O:30])([CH3:27])[CH3:26])#[N:29], predict the reactants needed to synthesize it. The reactants are: [NH2:1][C:2]1[N:31]=[C:5]2[CH:6]=[CH:7][C:8]([O:10][C:11]3[CH:12]=[C:13]([NH:17][C:18](=[O:30])[C:19]4[CH:24]=[CH:23][CH:22]=[C:21]([C:25]([C:28]#[N:29])([CH3:27])[CH3:26])[CH:20]=4)[CH:14]=[CH:15][CH:16]=3)=[CH:9][N:4]2[N:3]=1.C([O:35][CH2:36][C:37](Cl)=[O:38])(=O)C.C(=O)([O-])[O-].[K+].[K+].O. (6) Given the product [O:1]([N:2]1[C:7]([CH3:9])([CH3:8])[CH2:6][CH2:5][CH2:4][C:3]1([CH3:11])[CH3:10])[C:20]1[CH:25]=[CH:24][CH:23]=[CH:22][CH:21]=1, predict the reactants needed to synthesize it. The reactants are: [OH:1][N:2]1[C:7]([CH3:9])([CH3:8])[CH2:6][CH2:5][CH2:4][C:3]1([CH3:11])[CH3:10].N(OC(C)(C)C)=O.N[C:20]1[CH:25]=[CH:24][CH:23]=[CH:22][CH:21]=1. (7) Given the product [CH3:1][O:2][C:3]1[CH:4]=[C:5]2[C:9](=[CH:10][CH:11]=1)[NH:8][C:7]([CH3:12])=[C:6]2[CH2:16][CH2:17][C:18]([OH:20])=[O:19], predict the reactants needed to synthesize it. The reactants are: [CH3:1][O:2][C:3]1[CH:4]=[C:5]2[C:9](=[CH:10][CH:11]=1)[NH:8][C:7]([CH3:12])=[CH:6]2.[H-].[Na+].Br[CH2:16][CH2:17][C:18]([O:20]CC)=[O:19]. (8) The reactants are: [Cl-].O[NH3+:3].[C:4](=[O:7])([O-])[OH:5].[Na+].CS(C)=O.[CH2:13]([C:15]1[S:52][C:18]2[N:19]([CH2:36][C:37]3[CH:42]=[CH:41][C:40]([C:43]4[C:44]([C:49]#[N:50])=[CH:45][CH:46]=[CH:47][CH:48]=4)=[CH:39][C:38]=3[F:51])[C:20](=[O:35])[N:21]([CH2:24][C:25]([C:27]3[CH:32]=[CH:31][C:30]([O:33][CH3:34])=[CH:29][CH:28]=3)=[O:26])[C:22](=[O:23])[C:17]=2[CH:16]=1)[CH3:14]. Given the product [CH2:13]([C:15]1[S:52][C:18]2[N:19]([CH2:36][C:37]3[CH:42]=[CH:41][C:40]([C:43]4[CH:48]=[CH:47][CH:46]=[CH:45][C:44]=4[C:49]4[NH:3][C:4](=[O:7])[O:5][N:50]=4)=[CH:39][C:38]=3[F:51])[C:20](=[O:35])[N:21]([CH2:24][C:25]([C:27]3[CH:28]=[CH:29][C:30]([O:33][CH3:34])=[CH:31][CH:32]=3)=[O:26])[C:22](=[O:23])[C:17]=2[CH:16]=1)[CH3:14], predict the reactants needed to synthesize it.